This data is from Forward reaction prediction with 1.9M reactions from USPTO patents (1976-2016). The task is: Predict the product of the given reaction. (1) Given the reactants [Br:1][C:2]1[C:14](=[O:15])[N:13]([CH2:16][CH3:17])[C:5]2[N:6]=[C:7](S(C)=O)[N:8]=[CH:9][C:4]=2[CH:3]=1.[CH3:18][N:19]1[CH2:24][CH2:23][N:22]([C:25]2[CH:31]=[CH:30][C:28]([NH2:29])=[CH:27][CH:26]=2)[CH2:21][CH2:20]1, predict the reaction product. The product is: [Br:1][C:2]1[C:14](=[O:15])[N:13]([CH2:16][CH3:17])[C:5]2[N:6]=[C:7]([NH:29][C:28]3[CH:27]=[CH:26][C:25]([N:22]4[CH2:21][CH2:20][N:19]([CH3:18])[CH2:24][CH2:23]4)=[CH:31][CH:30]=3)[N:8]=[CH:9][C:4]=2[CH:3]=1. (2) Given the reactants [N+:1]([C:4]1[C:5](O)=[N:6][C:7]([C:10]2[CH:11]=[N:12][N:13]3[CH:18]=[CH:17][N:16]=[CH:15][C:14]=23)=[N:8][CH:9]=1)([O-:3])=[O:2].P(Cl)(Cl)([Cl:22])=O, predict the reaction product. The product is: [Cl:22][C:5]1[C:4]([N+:1]([O-:3])=[O:2])=[CH:9][N:8]=[C:7]([C:10]2[CH:11]=[N:12][N:13]3[CH:18]=[CH:17][N:16]=[CH:15][C:14]=23)[N:6]=1. (3) Given the reactants [Br:1][C:2]1[CH:7]=[C:6]([F:8])[CH:5]=[CH:4][C:3]=1[CH:9]1[C:14]([C:15]([O:17][CH2:18][CH3:19])=[O:16])=[C:13]([CH2:20]Br)[NH:12][C:11]([C:22]2[S:23][CH:24]=[CH:25][N:26]=2)=[N:10]1.[NH:27]1[CH2:32][CH2:31][O:30][CH:29]([CH2:33][CH2:34][C:35]([NH2:37])=[O:36])[CH2:28]1, predict the reaction product. The product is: [NH2:37][C:35](=[O:36])[CH2:34][CH2:33][CH:29]1[CH2:28][N:27]([CH2:20][C:13]2[NH:12][C:11]([C:22]3[S:23][CH:24]=[CH:25][N:26]=3)=[N:10][CH:9]([C:3]3[CH:4]=[CH:5][C:6]([F:8])=[CH:7][C:2]=3[Br:1])[C:14]=2[C:15]([O:17][CH2:18][CH3:19])=[O:16])[CH2:32][CH2:31][O:30]1. (4) Given the reactants [CH:1]([C:4]1[CH:9]=[CH:8][CH:7]=[CH:6][C:5]=1[SH:10])(C)C.[H-].[Na+].[Cl:13][C:14]1[CH:19]=[C:18]([N+]([O-])=O)[CH:17]=[CH:16][N:15]=1, predict the reaction product. The product is: [Cl:13][C:14]1[CH:19]=[C:18]([S:10][C:5]2[CH:6]=[CH:7][CH:8]=[CH:9][C:4]=2[CH3:1])[CH:17]=[CH:16][N:15]=1. (5) Given the reactants COC1C=CC([CH2:7][N:8](C)[C:9]2[CH:18]=[C:17]3[C:12]([CH:13]=[C:14]([C:26]4[CH:31]=[CH:30][C:29]([F:32])=[C:28]([NH2:33])[CH:27]=4)[C:15](=[O:25])[N:16]3[C:19]3[CH:24]=[CH:23][CH:22]=[CH:21][CH:20]=3)=[CH:11][N:10]=2)=CC=1.C(C(O)=O)(F)(F)F, predict the reaction product. The product is: [NH2:33][C:28]1[CH:27]=[C:26]([C:14]2[C:15](=[O:25])[N:16]([C:19]3[CH:24]=[CH:23][CH:22]=[CH:21][CH:20]=3)[C:17]3[C:12]([CH:13]=2)=[CH:11][N:10]=[C:9]([NH:8][CH3:7])[CH:18]=3)[CH:31]=[CH:30][C:29]=1[F:32]. (6) Given the reactants Cl.[C:2]1([CH3:10])[CH:7]=[CH:6][C:5]([NH:8]N)=[CH:4][CH:3]=1.[CH3:11][C:12]([C:14]1[CH:19]=[CH:18][C:17]([Br:20])=[CH:16][CH:15]=1)=O.[C:21](O)(=O)C, predict the reaction product. The product is: [Br:20][C:17]1[CH:18]=[CH:19][C:14]([C:12]2[N:8]([CH3:21])[C:5]3[C:6]([CH:11]=2)=[CH:7][C:2]([CH3:10])=[CH:3][CH:4]=3)=[CH:15][CH:16]=1. (7) Given the reactants [CH2:1]([O:8][C:9]1[CH:14]=[CH:13][N:12]([C:15]2[CH:16]=[CH:17][C:18]3[C:19]4[CH2:29][NH:28][CH2:27][CH2:26][CH2:25][C:20]=4[N:21]([CH3:24])[C:22]=3[CH:23]=2)[C:11](=[O:30])[CH:10]=1)[C:2]1[CH:7]=[CH:6][CH:5]=[CH:4][CH:3]=1.[ClH:31].C(OCC)C, predict the reaction product. The product is: [ClH:31].[CH2:1]([O:8][C:9]1[CH:14]=[CH:13][N:12]([C:15]2[CH:16]=[CH:17][C:18]3[C:19]4[CH2:29][NH:28][CH2:27][CH2:26][CH2:25][C:20]=4[N:21]([CH3:24])[C:22]=3[CH:23]=2)[C:11](=[O:30])[CH:10]=1)[C:2]1[CH:3]=[CH:4][CH:5]=[CH:6][CH:7]=1.